This data is from Reaction yield outcomes from USPTO patents with 853,638 reactions. The task is: Predict the reaction yield, written as a fraction of the theoretical maximum amount of product (1.0 means a 100% yield; for example, 0.34 means a 34% yield). (1) The reactants are [CH3:1][O:2][C:3]1[NH:4][C:5](=O)[C:6]([NH:9][C:10](=[O:18])[CH2:11][C:12]2[CH:17]=[CH:16][CH:15]=[CH:14][CH:13]=2)=[CH:7][N:8]=1.C(N(CC)CC)C.P(Cl)(Cl)([Cl:29])=O.C(=O)([O-])O.[Na+]. The catalyst is C(#N)C.[Cl-].C([N+](CC)(CC)CC)C.O. The product is [Cl:29][C:5]1[C:6]([NH:9][C:10](=[O:18])[CH2:11][C:12]2[CH:17]=[CH:16][CH:15]=[CH:14][CH:13]=2)=[CH:7][N:8]=[C:3]([O:2][CH3:1])[N:4]=1. The yield is 0.802. (2) The reactants are Cl[CH2:2][CH2:3][CH2:4][N:5]1[C:14]2[C:9](=[C:10]([CH3:15])[CH:11]=[CH:12][CH:13]=2)[CH:8]=[CH:7][C:6]1=[O:16].C([O-])([O-])=O.[K+].[K+].[CH2:23]([CH:27]1[CH2:32][CH2:31][NH:30][CH2:29][CH2:28]1)[CH2:24][CH2:25][CH3:26]. The catalyst is CC#N.CCOC(C)=O. The product is [CH2:23]([CH:27]1[CH2:32][CH2:31][N:30]([CH2:2][CH2:3][CH2:4][N:5]2[C:14]3[C:9](=[C:10]([CH3:15])[CH:11]=[CH:12][CH:13]=3)[CH:8]=[CH:7][C:6]2=[O:16])[CH2:29][CH2:28]1)[CH2:24][CH2:25][CH3:26]. The yield is 0.740. (3) The reactants are Cl[CH2:2][CH2:3][CH2:4][CH2:5][N:6]1[C:10]2[CH:11]=[CH:12][CH:13]=[CH:14][C:9]=2[N:8]=[N:7]1.[F:15][C:16]([F:30])([F:29])[C:17]1[CH:18]=[C:19]([CH:23]2[CH2:28][CH2:27][NH:26][CH2:25][CH2:24]2)[CH:20]=[CH:21][CH:22]=1.C(N(C(C)C)CC)(C)C.[I-].[K+]. The catalyst is C(#N)C. The product is [N:6]1([CH2:5][CH2:4][CH2:3][CH2:2][N:26]2[CH2:27][CH2:28][CH:23]([C:19]3[CH:20]=[CH:21][CH:22]=[C:17]([C:16]([F:15])([F:29])[F:30])[CH:18]=3)[CH2:24][CH2:25]2)[C:10]2[CH:11]=[CH:12][CH:13]=[CH:14][C:9]=2[N:8]=[N:7]1. The yield is 0.678. (4) The reactants are C[O:2][C:3](=[O:20])[C:4]1[CH:9]=[CH:8][CH:7]=[C:6]([NH:10][C:11](=[O:19])[C:12]2[CH:17]=[CH:16][CH:15]=[CH:14][C:13]=2[CH3:18])[CH:5]=1.O.[OH-].[Li+]. The catalyst is O1CCCC1.O. The product is [CH3:18][C:13]1[CH:14]=[CH:15][CH:16]=[CH:17][C:12]=1[C:11]([NH:10][C:6]1[CH:5]=[C:4]([CH:9]=[CH:8][CH:7]=1)[C:3]([OH:20])=[O:2])=[O:19]. The yield is 0.870. (5) The reactants are [NH2:1][C:2]1[C:7]([C:8]([F:11])([F:10])[F:9])=[CH:6][CH:5]=[CH:4][N:3]=1.[Br:12]N1C(=O)CCC1=O. The catalyst is CN(C=O)C. The product is [Br:12][C:5]1[CH:6]=[C:7]([C:8]([F:9])([F:11])[F:10])[C:2]([NH2:1])=[N:3][CH:4]=1. The yield is 0.880. (6) The reactants are C[O:2][C:3]([C@@H:5]1[O:9][C:8](=[O:10])[N:7]([C:11]2[CH:24]=[CH:23][C:14]3[N:15]([CH3:22])[C:16](=[O:21])[C:17]([F:20])([F:19])[O:18][C:13]=3[CH:12]=2)[CH2:6]1)=O.[CH3:25][NH2:26]. The catalyst is CO. The product is [CH3:25][NH:26][C:3]([C@@H:5]1[O:9][C:8](=[O:10])[N:7]([C:11]2[CH:24]=[CH:23][C:14]3[N:15]([CH3:22])[C:16](=[O:21])[C:17]([F:20])([F:19])[O:18][C:13]=3[CH:12]=2)[CH2:6]1)=[O:2]. The yield is 0.500. (7) The reactants are [CH3:1][C:2]1[CH:11]=[C:10]([SH:12])[C:9]2[C:4](=[CH:5][CH:6]=[CH:7][CH:8]=2)[N:3]=1.C(=O)([O-])[O-].[K+].[K+].Br[CH2:20][C:21]([O:23][CH3:24])=[O:22].O. The catalyst is CN(C)C=O. The product is [CH3:1][C:2]1[CH:11]=[C:10]([S:12][CH2:20][C:21]([O:23][CH3:24])=[O:22])[C:9]2[C:4](=[CH:5][CH:6]=[CH:7][CH:8]=2)[N:3]=1. The yield is 0.880.